This data is from Full USPTO retrosynthesis dataset with 1.9M reactions from patents (1976-2016). The task is: Predict the reactants needed to synthesize the given product. Given the product [CH:3]1[Se:4][CH:5]=[C:6]2[C:6]3[C:2]([C:6]4[C:2]([C:2]5[C:6](=[CH:5][Se:4][CH:3]=5)[C:2]=12)=[CH:3][Se:4][CH:5]=4)=[CH:3][Se:4][CH:5]=3, predict the reactants needed to synthesize it. The reactants are: Br[C:2]1[C:6](Br)=[CH:5][Se:4][CH:3]=1.